This data is from NCI-60 drug combinations with 297,098 pairs across 59 cell lines. The task is: Regression. Given two drug SMILES strings and cell line genomic features, predict the synergy score measuring deviation from expected non-interaction effect. Drug 1: C1C(C(OC1N2C=C(C(=O)NC2=O)F)CO)O. Drug 2: CCC1(C2=C(COC1=O)C(=O)N3CC4=CC5=C(C=CC(=C5CN(C)C)O)N=C4C3=C2)O.Cl. Cell line: LOX IMVI. Synergy scores: CSS=53.8, Synergy_ZIP=-7.88, Synergy_Bliss=-8.76, Synergy_Loewe=-4.73, Synergy_HSA=-2.16.